Dataset: Peptide-MHC class I binding affinity with 185,985 pairs from IEDB/IMGT. Task: Regression. Given a peptide amino acid sequence and an MHC pseudo amino acid sequence, predict their binding affinity value. This is MHC class I binding data. (1) The peptide sequence is TPGPGTRYPL. The MHC is HLA-B40:02 with pseudo-sequence HLA-B40:02. The binding affinity (normalized) is 0. (2) The peptide sequence is YLNTLTLAV. The MHC is HLA-A02:01 with pseudo-sequence HLA-A02:01. The binding affinity (normalized) is 1.00. (3) The peptide sequence is VGYYTFHPK. The MHC is BoLA-T2a with pseudo-sequence BoLA-T2a. The binding affinity (normalized) is 0.546. (4) The peptide sequence is ETALPQDSY. The MHC is HLA-B18:01 with pseudo-sequence HLA-B18:01. The binding affinity (normalized) is 0.0847. (5) The peptide sequence is GPSPSHKSV. The MHC is HLA-A02:16 with pseudo-sequence HLA-A02:16. The binding affinity (normalized) is 0.0847. (6) The peptide sequence is AMAMKIATA. The MHC is HLA-A01:01 with pseudo-sequence HLA-A01:01. The binding affinity (normalized) is 0.